From a dataset of Catalyst prediction with 721,799 reactions and 888 catalyst types from USPTO. Predict which catalyst facilitates the given reaction. (1) Reactant: [CH3:1][N:2]([CH2:18][CH2:19][NH:20][S:21]([C:24]1[CH:29]=[C:28]([S:30]([C:33]2[CH:38]=[CH:37][CH:36]=[CH:35][CH:34]=2)(=[O:32])=[O:31])[CH:27]=[CH:26][C:25]=1[C:39]([F:42])([F:41])[F:40])(=[O:23])=[O:22])[C:3]([N:5]1[CH2:10][CH2:9][N:8](C(OC(C)(C)C)=O)[CH2:7][CH2:6]1)=[O:4].CCOC(C)=O.Cl. Product: [CH3:1][N:2]([CH2:18][CH2:19][NH:20][S:21]([C:24]1[CH:29]=[C:28]([S:30]([C:33]2[CH:34]=[CH:35][CH:36]=[CH:37][CH:38]=2)(=[O:32])=[O:31])[CH:27]=[CH:26][C:25]=1[C:39]([F:42])([F:40])[F:41])(=[O:22])=[O:23])[C:3]([N:5]1[CH2:10][CH2:9][NH:8][CH2:7][CH2:6]1)=[O:4]. The catalyst class is: 14. (2) Reactant: [F:1][C:2]1[CH:3]=[C:4]2[C:8](=[CH:9][CH:10]=1)[NH:7][C:6](=[O:11])/[C:5]/2=[CH:12]\[C:13]1[NH:17][C:16]2[CH2:18][CH2:19][CH2:20][CH2:21][CH2:22][C:15]=2[C:14]=1[CH2:23][CH2:24][C:25]([OH:27])=O.CN.[CH3:30][N:31](C)CCCN=C=NCC.ON1C2C=CC=CC=2N=N1. Product: [F:1][C:2]1[CH:3]=[C:4]2[C:8](=[CH:9][CH:10]=1)[NH:7][C:6](=[O:11])/[C:5]/2=[CH:12]\[C:13]1[NH:17][C:16]2[CH2:18][CH2:19][CH2:20][CH2:21][CH2:22][C:15]=2[C:14]=1[CH2:23][CH2:24][C:25]([NH:31][CH3:30])=[O:27]. The catalyst class is: 9. (3) Reactant: [CH:1]([Si:4]([CH:24]([CH3:26])[CH3:25])([CH:21]([CH3:23])[CH3:22])[O:5][C:6]1[CH2:11][CH2:10][CH:9]([C:12]2[CH:17]=[C:16]([F:18])[C:15]([F:19])=[CH:14][C:13]=2[F:20])[CH2:8][CH:7]=1)([CH3:3])[CH3:2].I(C1C=CC=CC=1)=O.[N:35]([Si](C)(C)C)=[N+:36]=[N-:37]. Product: [N:35]([CH:8]1[CH:9]([C:12]2[CH:17]=[C:16]([F:18])[C:15]([F:19])=[CH:14][C:13]=2[F:20])[CH2:10][CH2:11][C:6]([O:5][Si:4]([CH:1]([CH3:3])[CH3:2])([CH:21]([CH3:23])[CH3:22])[CH:24]([CH3:26])[CH3:25])=[CH:7]1)=[N+:36]=[N-:37]. The catalyst class is: 4. (4) Reactant: [F:1][C:2]([F:32])([F:31])[C:3]([OH:30])([CH3:29])[CH2:4][NH:5][C:6]([C:8]1[C:13]([N:14]2C(C)=CC=C2C)=[CH:12][C:11]([C:21]([F:24])([F:23])[F:22])=[C:10]([C:25]([F:28])([F:27])[F:26])[N:9]=1)=[O:7].Cl.NO.CCN(CC)CC. Product: [F:32][C:2]([F:1])([F:31])[C:3]([OH:30])([CH3:29])[CH2:4][NH:5][C:6]([C:8]1[C:13]([NH2:14])=[CH:12][C:11]([C:21]([F:24])([F:23])[F:22])=[C:10]([C:25]([F:27])([F:26])[F:28])[N:9]=1)=[O:7]. The catalyst class is: 88. (5) The catalyst class is: 217. Reactant: [NH2:1][C:2]1[CH:28]=[N:27][C:5]2[O:6][C@@H:7]([CH2:22][NH:23][C:24](=[O:26])[CH3:25])[CH2:8][N:9]([S:10]([C:13]3[CH:18]=[CH:17][CH:16]=[C:15]([CH:19]4[CH2:21][CH2:20]4)[CH:14]=3)(=[O:12])=[O:11])[C:4]=2[CH:3]=1.C(N(CC)C(C)C)(C)C.[Cl:38][C:39]1[CH:47]=[CH:46][CH:45]=[C:44]([Cl:48])[C:40]=1[C:41](Cl)=[O:42]. Product: [C:24]([NH:23][CH2:22][C@@H:7]1[O:6][C:5]2[N:27]=[CH:28][C:2]([NH:1][C:41](=[O:42])[C:40]3[C:39]([Cl:38])=[CH:47][CH:46]=[CH:45][C:44]=3[Cl:48])=[CH:3][C:4]=2[N:9]([S:10]([C:13]2[CH:18]=[CH:17][CH:16]=[C:15]([CH:19]3[CH2:21][CH2:20]3)[CH:14]=2)(=[O:12])=[O:11])[CH2:8]1)(=[O:26])[CH3:25]. (6) Reactant: [C:1]([O:5][C:6](=[O:23])[CH2:7][N:8]1[C:12]([C:13]([O:15]CC)=[O:14])=[C:11]2[C@H:18]3[CH2:22][C@H:19]3[C:20](=[O:21])[C:10]2=[N:9]1)([CH3:4])([CH3:3])[CH3:2].[OH-].[Na+:25]. Product: [C:1]([O:5][C:6](=[O:23])[CH2:7][N:8]1[C:12]([C:13]([O-:15])=[O:14])=[C:11]2[C@H:18]3[CH2:22][C@H:19]3[C:20](=[O:21])[C:10]2=[N:9]1)([CH3:4])([CH3:2])[CH3:3].[Na+:25]. The catalyst class is: 1.